The task is: Regression. Given a peptide amino acid sequence and an MHC pseudo amino acid sequence, predict their binding affinity value. This is MHC class I binding data.. This data is from Peptide-MHC class I binding affinity with 185,985 pairs from IEDB/IMGT. The peptide sequence is LLMPLKAPK. The MHC is HLA-A11:01 with pseudo-sequence HLA-A11:01. The binding affinity (normalized) is 0.771.